This data is from Full USPTO retrosynthesis dataset with 1.9M reactions from patents (1976-2016). The task is: Predict the reactants needed to synthesize the given product. (1) Given the product [NH2:30][C@@H:18]([CH2:19][C:20]1[CH:21]=[CH:22][C:23]([C:26]([F:27])([F:28])[F:29])=[CH:24][CH:25]=1)[CH2:17][NH:16][C:14]1[S:15][C:11]([C:8]2[CH:9]=[CH:10][C:5]3[NH:4][C:3](=[O:45])[N:2]([CH3:1])[C:6]=3[CH:7]=2)=[N:12][N:13]=1, predict the reactants needed to synthesize it. The reactants are: [CH3:1][N:2]1[C:6]2[CH:7]=[C:8]([C:11]3[S:15][C:14]([N:16](C(OC(C)(C)C)=O)[CH2:17][C@@H:18]([NH:30]C(=O)OC(C)(C)C)[CH2:19][C:20]4[CH:25]=[CH:24][C:23]([C:26]([F:29])([F:28])[F:27])=[CH:22][CH:21]=4)=[N:13][N:12]=3)[CH:9]=[CH:10][C:5]=2[NH:4][C:3]1=[O:45].C(O)(C(F)(F)F)=O. (2) Given the product [Br:7][C:8]1[CH:9]=[C:10]2[C:11](=[CH:12][CH:13]=1)[N:14]([CH3:3])[C:16]([CH2:17][CH2:18][N:19]1[CH2:23][CH2:22][CH2:21][CH:20]1[CH3:24])=[CH:15]2, predict the reactants needed to synthesize it. The reactants are: O([C:3](C)(C)C)[K].[Br:7][C:8]1[CH:13]=[CH:12][C:11]([NH2:14])=[C:10]([C:15]#[C:16][CH2:17][CH2:18][N:19]2[CH2:23][CH2:22][CH2:21][CH:20]2[CH3:24])[CH:9]=1. (3) Given the product [CH:1]1([S:4]([C:7]2[CH:8]=[CH:9][C:10](/[C:13](/[C:14]3[NH:36][C:17]([C:19]4[S:20][CH:21]=[CH:22][N:23]=4)=[CH:16][CH:15]=3)=[CH:25]\[CH:26]3[CH2:27][CH2:28][O:29][CH2:30][CH2:31]3)=[CH:11][CH:12]=2)(=[O:5])=[O:6])[CH2:3][CH2:2]1, predict the reactants needed to synthesize it. The reactants are: [CH:1]1([S:4]([C:7]2[CH:12]=[CH:11][C:10](/[C:13](=[CH:25]\[CH:26]3[CH2:31][CH2:30][O:29][CH2:28][CH2:27]3)/[C:14](=O)[CH2:15][CH2:16][C:17]([C:19]3[S:20][CH:21]=[CH:22][N:23]=3)=O)=[CH:9][CH:8]=2)(=[O:6])=[O:5])[CH2:3][CH2:2]1.C([O-])(=O)C.[NH4+:36]. (4) Given the product [CH2:18]([O:25][C:26]1[CH:31]=[CH:30][C:29]([NH:32][C:2]2[C:7]([C:8]#[N:9])=[C:6]([Cl:10])[N:5]=[CH:4][N:3]=2)=[CH:28][C:27]=1[Cl:33])[C:19]1[CH:20]=[CH:21][CH:22]=[CH:23][CH:24]=1, predict the reactants needed to synthesize it. The reactants are: Cl[C:2]1[C:7]([C:8]#[N:9])=[C:6]([Cl:10])[N:5]=[CH:4][N:3]=1.CCN(CC)CC.[CH2:18]([O:25][C:26]1[CH:31]=[CH:30][C:29]([NH2:32])=[CH:28][C:27]=1[Cl:33])[C:19]1[CH:24]=[CH:23][CH:22]=[CH:21][CH:20]=1. (5) Given the product [CH3:15][CH:14]([O:11][C:1]1[C:10]2[C:5](=[CH:6][CH:7]=[CH:8][CH:9]=2)[CH:4]=[CH:3][CH:2]=1)[C:13]#[CH:12], predict the reactants needed to synthesize it. The reactants are: [C:1]1([OH:11])[C:10]2[C:5](=[CH:6][CH:7]=[CH:8][CH:9]=2)[CH:4]=[CH:3][CH:2]=1.[CH3:12][CH:13](O)[C:14]#[CH:15].C1C=CC(P(C2C=CC=CC=2)C2C=CC=CC=2)=CC=1.CCOC(/N=N/C(OCC)=O)=O. (6) Given the product [CH3:2][C:3]1([CH3:25])[CH2:12][CH2:11][CH2:10][C:9]2[CH:8]=[C:7]([C:13]3[N:14]=[C:15]([N:18]4[CH2:23][CH2:22][CH:21]([NH:24][CH2:33][CH2:32][CH2:31][CH2:30][OH:29])[CH2:20][CH2:19]4)[S:16][CH:17]=3)[CH:6]=[CH:5][C:4]1=2, predict the reactants needed to synthesize it. The reactants are: Cl.[CH3:2][C:3]1([CH3:25])[CH2:12][CH2:11][CH2:10][C:9]2[CH:8]=[C:7]([C:13]3[N:14]=[C:15]([N:18]4[CH2:23][CH2:22][CH:21]([NH2:24])[CH2:20][CH2:19]4)[S:16][CH:17]=3)[CH:6]=[CH:5][C:4]1=2.C([O:29][CH2:30][CH2:31][CH2:32][CH2:33]Br)(=O)C.[OH-].[Na+].C([O-])=O.